The task is: Predict the reaction yield, written as a fraction of the theoretical maximum amount of product (1.0 means a 100% yield; for example, 0.34 means a 34% yield).. This data is from Reaction yield outcomes from USPTO patents with 853,638 reactions. (1) The reactants are Cl.[NH2:2][CH2:3][CH2:4][N:5]([CH2:26][CH2:27][CH:28]([C:35]1[CH:40]=[CH:39][CH:38]=[CH:37][CH:36]=1)[C:29]1[CH:34]=[CH:33][CH:32]=[CH:31][CH:30]=1)[C:6]([NH:8][C:9]1[S:10][C:11]([Cl:25])=[C:12]([C:14]2[CH:19]=[CH:18][C:17]([NH:20][S:21]([CH3:24])(=[O:23])=[O:22])=[CH:16][CH:15]=2)[N:13]=1)=[O:7].N1C=CC=CC=1.[CH3:47][S:48](Cl)(=[O:50])=[O:49]. The catalyst is C(Cl)Cl. The product is [ClH:25].[Cl:25][C:11]1[S:10][C:9]([NH:8][C:6](=[O:7])[N:5]([CH2:26][CH2:27][CH:28]([C:35]2[CH:36]=[CH:37][CH:38]=[CH:39][CH:40]=2)[C:29]2[CH:34]=[CH:33][CH:32]=[CH:31][CH:30]=2)[CH2:4][CH2:3][NH:2][S:48]([CH3:47])(=[O:50])=[O:49])=[N:13][C:12]=1[C:14]1[CH:15]=[CH:16][C:17]([NH:20][S:21]([CH3:24])(=[O:22])=[O:23])=[CH:18][CH:19]=1. The yield is 0.400. (2) The reactants are [OH-].[Na+].[C:3]([C:6]1[CH:7]=[C:8]([C:12]2[C:13]([C:26]3[CH:31]=[CH:30][CH:29]=[CH:28][CH:27]=3)=[N:14][C:15]3[C:20]([N:21]=2)=[CH:19][C:18]([C:22]([O:24]C)=[O:23])=[CH:17][CH:16]=3)[CH:9]=[CH:10][CH:11]=1)([OH:5])=[O:4]. The catalyst is O.CO. The product is [C:3]([C:6]1[CH:7]=[C:8]([C:12]2[C:13]([C:26]3[CH:31]=[CH:30][CH:29]=[CH:28][CH:27]=3)=[N:14][C:15]3[C:20]([N:21]=2)=[CH:19][C:18]([C:22]([OH:24])=[O:23])=[CH:17][CH:16]=3)[CH:9]=[CH:10][CH:11]=1)([OH:5])=[O:4]. The yield is 0.490. (3) The reactants are [NH2:1][C@@H:2]1[CH2:7][CH2:6][C@H:5]([C:8]([OH:10])=[O:9])[CH2:4][CH2:3]1.[OH-].[Na+].[C:13]([O:17][C:18](O[C:18]([O:17][C:13]([CH3:16])([CH3:15])[CH3:14])=[O:19])=[O:19])([CH3:16])([CH3:15])[CH3:14]. The catalyst is C(O)(C)C. The product is [CH3:14][C:13]([O:17][C:18]([NH:1][C@@H:2]1[CH2:7][CH2:6][C@H:5]([C:8]([OH:10])=[O:9])[CH2:4][CH2:3]1)=[O:19])([CH3:16])[CH3:15]. The yield is 0.820.